Regression. Given two drug SMILES strings and cell line genomic features, predict the synergy score measuring deviation from expected non-interaction effect. From a dataset of NCI-60 drug combinations with 297,098 pairs across 59 cell lines. (1) Drug 1: C1=CC=C(C(=C1)C(C2=CC=C(C=C2)Cl)C(Cl)Cl)Cl. Cell line: SNB-75. Drug 2: COC1=NC(=NC2=C1N=CN2C3C(C(C(O3)CO)O)O)N. Synergy scores: CSS=0.574, Synergy_ZIP=0.629, Synergy_Bliss=0.594, Synergy_Loewe=-0.588, Synergy_HSA=-0.404. (2) Drug 1: CS(=O)(=O)C1=CC(=C(C=C1)C(=O)NC2=CC(=C(C=C2)Cl)C3=CC=CC=N3)Cl. Drug 2: CN(CCCl)CCCl.Cl. Cell line: SF-295. Synergy scores: CSS=10.4, Synergy_ZIP=-3.76, Synergy_Bliss=-1.16, Synergy_Loewe=-5.10, Synergy_HSA=-1.04.